This data is from Forward reaction prediction with 1.9M reactions from USPTO patents (1976-2016). The task is: Predict the product of the given reaction. Given the reactants [OH:1][CH2:2][CH2:3][C:4]1[CH:9]=[CH:8][N:7]=[CH:6][CH:5]=1.N1C(C)=CC=CC=1C.Cl[Si:19]([C:22]([CH3:25])([CH3:24])[CH3:23])([CH3:21])[CH3:20].O, predict the reaction product. The product is: [O:1]([CH2:2][CH2:3][C:4]1[CH:9]=[CH:8][N:7]=[CH:6][CH:5]=1)[Si:19]([C:22]([CH3:25])([CH3:24])[CH3:23])([CH3:21])[CH3:20].